Regression. Given a peptide amino acid sequence and an MHC pseudo amino acid sequence, predict their binding affinity value. This is MHC class I binding data. From a dataset of Peptide-MHC class I binding affinity with 185,985 pairs from IEDB/IMGT. The peptide sequence is KPKLKVATL. The MHC is HLA-B08:02 with pseudo-sequence HLA-B08:02. The binding affinity (normalized) is 0.313.